This data is from Forward reaction prediction with 1.9M reactions from USPTO patents (1976-2016). The task is: Predict the product of the given reaction. Given the reactants [OH:1][C:2]1[CH:3]=[CH:4][C:5]([CH3:13])=[C:6]([CH:12]=1)[C:7]([O:9][CH2:10][CH3:11])=[O:8].Cl[CH:15]([F:17])[F:16], predict the reaction product. The product is: [F:16][CH:15]([F:17])[O:1][C:2]1[CH:3]=[CH:4][C:5]([CH3:13])=[C:6]([CH:12]=1)[C:7]([O:9][CH2:10][CH3:11])=[O:8].